This data is from Catalyst prediction with 721,799 reactions and 888 catalyst types from USPTO. The task is: Predict which catalyst facilitates the given reaction. Reactant: [O:1]1[C:4]2([CH2:7][N:6]([C:8]3[N:13]=[C:12]([NH:14]C(=O)OC(C)(C)C)[CH:11]=[CH:10][CH:9]=3)[CH2:5]2)[CH2:3][CH2:2]1.FC(F)(F)C(O)=O.C([O-])([O-])=O.[Na+].[Na+]. Product: [O:1]1[C:4]2([CH2:5][N:6]([C:8]3[N:13]=[C:12]([NH2:14])[CH:11]=[CH:10][CH:9]=3)[CH2:7]2)[CH2:3][CH2:2]1. The catalyst class is: 2.